Predict the product of the given reaction. From a dataset of Forward reaction prediction with 1.9M reactions from USPTO patents (1976-2016). (1) Given the reactants [C:1]([N:4]1[C:13]2[C:8](=[CH:9][C:10]([Br:14])=[CH:11][CH:12]=2)[C@H:7]([NH2:15])[CH2:6][C@@H:5]1[CH3:16])(=[O:3])[CH3:2].[ClH:17], predict the reaction product. The product is: [ClH:17].[C:1]([N:4]1[C:13]2[C:8](=[CH:9][C:10]([Br:14])=[CH:11][CH:12]=2)[C@H:7]([NH2:15])[CH2:6][C@@H:5]1[CH3:16])(=[O:3])[CH3:2]. (2) Given the reactants [Cl:1][C:2]1[CH:7]=[CH:6][C:5]([S:8]([C:11]2([C:31]3[CH:36]=[C:35]([F:37])[CH:34]=[CH:33][C:32]=3[F:38])[CH2:16][CH2:15][CH:14]([CH2:17][C:18]([C:20]3[CH:25]=[CH:24][CH:23]=[C:22]([CH:26]4OCC[O:27]4)[CH:21]=3)=[O:19])[CH2:13][CH2:12]2)(=[O:10])=[O:9])=[CH:4][CH:3]=1.C1(C)C=CC(S([O-])(=O)=O)=CC=1.[NH+]1C=CC=CC=1, predict the reaction product. The product is: [Cl:1][C:2]1[CH:7]=[CH:6][C:5]([S:8]([C:11]2([C:31]3[CH:36]=[C:35]([F:37])[CH:34]=[CH:33][C:32]=3[F:38])[CH2:16][CH2:15][CH:14]([CH2:17][C:18]([C:20]3[CH:21]=[C:22]([CH:23]=[CH:24][CH:25]=3)[CH:26]=[O:27])=[O:19])[CH2:13][CH2:12]2)(=[O:10])=[O:9])=[CH:4][CH:3]=1. (3) Given the reactants [CH3:1][C:2]1[CH:7]=[C:6]([O:8][CH2:9][CH2:10][CH2:11][CH2:12][CH3:13])[CH:5]=[C:4]([CH3:14])[C:3]=1[NH:15][C:16](=[O:29])[CH:17]([O:23]C(OCC)C)[C:18]([CH3:22])([CH3:21])[CH2:19][OH:20], predict the reaction product. The product is: [CH3:1][C:2]1[CH:7]=[C:6]([O:8][CH2:9][CH2:10][CH2:11][CH2:12][CH3:13])[CH:5]=[C:4]([CH3:14])[C:3]=1[NH:15][C:16](=[O:29])[CH:17]([OH:23])[C:18]([CH3:22])([CH3:21])[CH2:19][OH:20]. (4) Given the reactants C1(C(C2C=CC=CC=2)[N:8]2[CH2:11][CH:10]([N:12]3[CH2:17][CH2:16][N:15]([CH3:18])[CH2:14][C@@H:13]3[CH3:19])[CH2:9]2)C=CC=CC=1, predict the reaction product. The product is: [NH:8]1[CH2:11][CH:10]([N:12]2[CH2:17][CH2:16][N:15]([CH3:18])[CH2:14][C@@H:13]2[CH3:19])[CH2:9]1.